From a dataset of Catalyst prediction with 721,799 reactions and 888 catalyst types from USPTO. Predict which catalyst facilitates the given reaction. (1) Reactant: Br[C:2]1[CH:7]=[CH:6][C:5]([Br:8])=[CH:4][N:3]=1.C([Li])CCC.[CH3:14][C:15]([S:18]([N:20]=[C:21]1[CH2:24][O:23][CH2:22]1)=[O:19])([CH3:17])[CH3:16]. Product: [Br:8][C:5]1[CH:6]=[CH:7][C:2]([C:21]2([NH:20][S:18]([C:15]([CH3:17])([CH3:16])[CH3:14])=[O:19])[CH2:24][O:23][CH2:22]2)=[N:3][CH:4]=1. The catalyst class is: 11. (2) Reactant: [Cl:1][C:2]1[CH:3]=[C:4]([CH:21]=[CH:22][CH:23]=1)[CH2:5][C:6]1[N:10]=[C:9]([O:11][C:12]2[C:18]([CH3:19])=[CH:17][C:15]([NH2:16])=[C:14]([CH3:20])[CH:13]=2)[S:8][N:7]=1.CO[CH:26](OC)[N:27]([CH2:29][CH3:30])[CH3:28]. Product: [Cl:1][C:2]1[CH:3]=[C:4]([CH:21]=[CH:22][CH:23]=1)[CH2:5][C:6]1[N:10]=[C:9]([O:11][C:12]2[C:18]([CH3:19])=[CH:17][C:15]([N:16]=[CH:26][N:27]([CH2:29][CH3:30])[CH3:28])=[C:14]([CH3:20])[CH:13]=2)[S:8][N:7]=1. The catalyst class is: 11. (3) Reactant: [Cl:1][C:2]1[CH:7]=[C:6](I)[CH:5]=[CH:4][N:3]=1.[Cl:9][C:10]1[CH:15]=[CH:14][CH:13]=[CH:12][C:11]=1[C:16]1[C:20]([C:21]([O:23][CH3:24])=[O:22])=[CH:19][NH:18][N:17]=1.CN[C@@H]1CCCC[C@H]1NC.C(=O)([O-])[O-].[K+].[K+]. Product: [Cl:9][C:10]1[CH:15]=[CH:14][CH:13]=[CH:12][C:11]=1[C:16]1[C:20]([C:21]([O:23][CH3:24])=[O:22])=[CH:19][N:18]([C:6]2[CH:5]=[CH:4][N:3]=[C:2]([Cl:1])[CH:7]=2)[N:17]=1. The catalyst class is: 185. (4) Reactant: Cl[C:2]1[N:7]=[C:6]([C:8]2[S:12][C:11]([C:13]([CH3:16])([CH3:15])[CH3:14])=[N:10][C:9]=2[C:17]2[C:18]([F:35])=[C:19]([NH:23][S:24]([C:27]3[C:32]([F:33])=[CH:31][CH:30]=[CH:29][C:28]=3[F:34])(=[O:26])=[O:25])[CH:20]=[CH:21][CH:22]=2)[CH:5]=[CH:4][N:3]=1.[NH3:36].CO. Product: [NH2:36][C:2]1[N:7]=[C:6]([C:8]2[S:12][C:11]([C:13]([CH3:16])([CH3:15])[CH3:14])=[N:10][C:9]=2[C:17]2[C:18]([F:35])=[C:19]([NH:23][S:24]([C:27]3[C:32]([F:33])=[CH:31][CH:30]=[CH:29][C:28]=3[F:34])(=[O:26])=[O:25])[CH:20]=[CH:21][CH:22]=2)[CH:5]=[CH:4][N:3]=1. The catalyst class is: 2. (5) Reactant: C(=O)([O-])[O-].[K+].[K+].F[C:8]1[CH:13]=[C:12]([C:14]([F:17])([F:16])[F:15])[CH:11]=[CH:10][N:9]=1.[O:18]=[S:19]1(=[O:38])[CH2:24][CH2:23][N:22]2[CH:25]3[CH2:30][CH2:29][C:28]([C:31]4[CH:36]=[CH:35][C:34]([OH:37])=[CH:33][CH:32]=4)([C:21]2=[N:20]1)[CH2:27][CH2:26]3.CS(C)=O. Product: [F:15][C:14]([F:17])([F:16])[C:12]1[CH:11]=[CH:10][N:9]=[C:8]([O:37][C:34]2[CH:35]=[CH:36][C:31]([C:28]34[CH2:29][CH2:30][CH:25]([N:22]5[CH2:23][CH2:24][S:19](=[O:38])(=[O:18])[N:20]=[C:21]53)[CH2:26][CH2:27]4)=[CH:32][CH:33]=2)[CH:13]=1. The catalyst class is: 6. (6) Reactant: [C:1]([O:5][C:6]([NH:8][C:9]1[C:18]2[C:13](=[CH:14][CH:15]=[CH:16][CH:17]=2)[C:12]([O:19][C:20]2[CH:25]=[CH:24][N:23]=[C:22]([NH:26][C:27]3[CH:28]=[C:29]([CH:33]=[C:34]([O:36][CH3:37])[CH:35]=3)[C:30](O)=[O:31])[N:21]=2)=[CH:11][CH:10]=1)=[O:7])([CH3:4])([CH3:3])[CH3:2].[CH3:38][O:39][CH2:40][CH2:41][O:42][CH2:43][CH2:44][O:45][CH2:46][CH2:47][O:48][CH2:49][CH2:50][O:51][CH2:52][CH2:53][O:54][CH2:55][CH2:56][O:57][CH2:58][CH2:59][NH2:60].C(N(CC)CC)C.C(P1(=O)OP(CCC)(=O)OP(CCC)(=O)O1)CC.CCOC(C)=O. Product: [C:1]([O:5][C:6](=[O:7])[NH:8][C:9]1[C:18]2[C:13](=[CH:14][CH:15]=[CH:16][CH:17]=2)[C:12]([O:19][C:20]2[CH:25]=[CH:24][N:23]=[C:22]([NH:26][C:27]3[CH:35]=[C:34]([O:36][CH3:37])[CH:33]=[C:29]([C:30](=[O:31])[NH:60][CH2:59][CH2:58][O:57][CH2:56][CH2:55][O:54][CH2:53][CH2:52][O:51][CH2:50][CH2:49][O:48][CH2:47][CH2:46][O:45][CH2:44][CH2:43][O:42][CH2:41][CH2:40][O:39][CH3:38])[CH:28]=3)[N:21]=2)=[CH:11][CH:10]=1)([CH3:3])([CH3:4])[CH3:2]. The catalyst class is: 2. (7) Reactant: [Cl:1][C:2]1[CH:3]=[C:4]([C:22]2[CH:27]=[CH:26][C:25]([C:28]([OH:30])=O)=[CH:24][CH:23]=2)[CH:5]=[C:6]([Cl:21])[C:7]=1[CH2:8][C@@H:9]1[CH2:13][CH2:12][N:11]([N:14]2[CH2:19][CH2:18][CH2:17][CH2:16][CH2:15]2)[C:10]1=[O:20].C(N1C=CN=C1)(N1C=CN=C1)=O.Cl.[F:44][C:45]([F:53])([F:52])[CH:46]1[CH2:51][CH2:50][NH:49][CH2:48][CH2:47]1.C(N(C(C)C)CC)(C)C. Product: [Cl:1][C:2]1[CH:3]=[C:4]([C:22]2[CH:23]=[CH:24][C:25]([C:28]([N:49]3[CH2:50][CH2:51][CH:46]([C:45]([F:53])([F:52])[F:44])[CH2:47][CH2:48]3)=[O:30])=[CH:26][CH:27]=2)[CH:5]=[C:6]([Cl:21])[C:7]=1[CH2:8][C@@H:9]1[CH2:13][CH2:12][N:11]([N:14]2[CH2:15][CH2:16][CH2:17][CH2:18][CH2:19]2)[C:10]1=[O:20]. The catalyst class is: 2. (8) Reactant: NN.[C:3]([O:7][C:8](=[O:37])[NH:9][C@H:10]([CH2:25][N:26]1C(=O)C2C(=CC=CC=2)C1=O)[CH2:11][C:12]([CH3:24])([CH3:23])[CH2:13][CH2:14][O:15][CH2:16][C:17]1[CH:22]=[CH:21][CH:20]=[CH:19][CH:18]=1)([CH3:6])([CH3:5])[CH3:4].C(OCC)C. Product: [C:3]([O:7][C:8](=[O:37])[NH:9][C@H:10]([CH2:25][NH2:26])[CH2:11][C:12]([CH3:24])([CH3:23])[CH2:13][CH2:14][O:15][CH2:16][C:17]1[CH:18]=[CH:19][CH:20]=[CH:21][CH:22]=1)([CH3:4])([CH3:6])[CH3:5]. The catalyst class is: 219.